Dataset: Forward reaction prediction with 1.9M reactions from USPTO patents (1976-2016). Task: Predict the product of the given reaction. (1) Given the reactants C[Si]([N-][Si](C)(C)C)(C)C.[Li+].S([CH2:21][N+:22]#[C-:23])(C1C=CC(C)=CC=1)(=O)=O.[CH3:24][N:25]1[CH2:30][CH2:29][CH:28]=[CH:27][C:26]1=[O:31], predict the reaction product. The product is: [CH3:24][N:25]1[CH2:30][CH2:29][C:28]2=[CH:21][NH:22][CH:23]=[C:27]2[C:26]1=[O:31]. (2) Given the reactants [CH3:1][O:2][C:3](=[O:29])[C@@H:4]([NH:18][C:19](=[O:28])[C:20]1[CH:25]=[C:24](Br)[C:23](O)=[CH:22][CH:21]=1)[CH2:5][C:6]1[CH:11]=[CH:10][C:9]([C:12]2[CH:17]=[CH:16][CH:15]=[CH:14][CH:13]=2)=[CH:8][CH:7]=1.[Cl:30][C:31]1[CH:32]=[C:33](B(O)O)[CH:34]=[CH:35][C:36]=1[F:37].C[Si](Br)(C)C.C(O)(C(F)(F)F)=[O:47].C(Cl)Cl, predict the reaction product. The product is: [CH3:1][O:2][C:3](=[O:29])[C@@H:4]([NH:18][C:19]([C:20]1[CH:21]=[C:22]([C:33]2[CH:34]=[CH:35][C:36]([F:37])=[C:31]([Cl:30])[CH:32]=2)[CH:23]=[CH:24][C:25]=1[OH:47])=[O:28])[CH2:5][C:6]1[CH:11]=[CH:10][C:9]([C:12]2[CH:17]=[CH:16][CH:15]=[CH:14][CH:13]=2)=[CH:8][CH:7]=1. (3) Given the reactants [C:1](=[O:4])([O-])[O-:2].[K+].[K+].[CH3:7][S:8][CH2:9][CH2:10][CH:11]1[NH:15]C(=O)NC1=O, predict the reaction product. The product is: [NH2:15][C@H:11]([C:1]([OH:2])=[O:4])[CH2:10][CH2:9][S:8][CH3:7]. (4) Given the reactants [F:1][C:2]1[C:10]([C:11]([F:14])([F:13])[F:12])=[CH:9][CH:8]=[CH:7][C:3]=1[C:4]([NH2:6])=[O:5].[Cl:15][CH2:16][C:17](=O)[CH2:18]Cl, predict the reaction product. The product is: [Cl:15][CH2:16][C:17]1[N:6]=[C:4]([C:3]2[CH:7]=[CH:8][CH:9]=[C:10]([C:11]([F:12])([F:13])[F:14])[C:2]=2[F:1])[O:5][CH:18]=1.